Dataset: Forward reaction prediction with 1.9M reactions from USPTO patents (1976-2016). Task: Predict the product of the given reaction. Given the reactants [CH3:1][O:2][N:3]=[CH:4][C:5]1[CH:10]=[CH:9][CH:8]=[C:7]([F:11])[CH:6]=1.C([BH3-])#N.[Na+], predict the reaction product. The product is: [F:11][C:7]1[CH:6]=[C:5]([CH:10]=[CH:9][CH:8]=1)[CH2:4][NH:3][O:2][CH3:1].